The task is: Regression/Classification. Given a drug SMILES string, predict its toxicity properties. Task type varies by dataset: regression for continuous values (e.g., LD50, hERG inhibition percentage) or binary classification for toxic/non-toxic outcomes (e.g., AMES mutagenicity, cardiotoxicity, hepatotoxicity). Dataset: herg_karim.. This data is from hERG potassium channel inhibition data for cardiac toxicity prediction from Karim et al.. (1) The molecule is COCC[C@@H]1C[C@H](N(C)C(C)C)CC[C@@H]1NC(=O)CNC(=O)c1cccc(C(F)(F)F)c1. The result is 0 (non-blocker). (2) The drug is CCOc1cc2ncc(C(N)=O)c(Nc3cccc(Cl)c3Cl)c2cc1N1CCN(CC)CC1. The result is 1 (blocker). (3) The result is 1 (blocker). The compound is O=c1ccc2ncc(F)c3c2n1C[C@@]3(O)CC12CCC(NC/C=C/c3ccc(F)cc3)(CC1)CO2. (4) The compound is Cc1cccc(N=C(N)c2ccc(-c3ccc(Cl)cc3)o2)c1. The result is 1 (blocker). (5) The compound is Cc1c(CN[C@H]2CC[C@@H](F)C2)nn(CCC#N)c1-c1cc(F)cc(F)c1. The result is 1 (blocker). (6) The compound is COCCCc1cccc2cccc(CN(C(=O)[C@H]3CNCC[C@@]34OCc3cc(F)c(F)cc34)C3CC3)c12. The result is 1 (blocker).